From a dataset of Forward reaction prediction with 1.9M reactions from USPTO patents (1976-2016). Predict the product of the given reaction. (1) Given the reactants [CH2:1]([O:8][C:9]([NH:11][C@@H:12]([CH2:17][OH:18])[CH2:13][C:14]([OH:16])=O)=[O:10])[C:2]1[CH:7]=[CH:6][CH:5]=[CH:4][CH:3]=1.C1(C)C=CC(S(O)(=O)=O)=CC=1, predict the reaction product. The product is: [O:16]=[C:14]1[O:18][CH2:17][C@H:12]([NH:11][C:9](=[O:10])[O:8][CH2:1][C:2]2[CH:3]=[CH:4][CH:5]=[CH:6][CH:7]=2)[CH2:13]1. (2) Given the reactants C[O:2][C:3](=[O:41])[CH2:4][CH:5]1[C:14]2[C:9](=[C:10]([F:15])[CH:11]=[CH:12][CH:13]=2)[N:8]=[C:7]([C:16]2[CH:21]=[CH:20][C:19]([C:22]3[CH:27]=[CH:26][CH:25]=[C:24]([CH3:28])[CH:23]=3)=[CH:18][CH:17]=2)[N:6]1[C:29]1[CH:34]=[C:33]([C:35]([F:38])([F:37])[F:36])[CH:32]=[CH:31][C:30]=1[O:39][CH3:40].[OH-].[Na+], predict the reaction product. The product is: [CH3:28][C:24]1[CH:23]=[C:22]([C:19]2[CH:18]=[CH:17][C:16]([C:7]3[N:6]([C:29]4[CH:34]=[C:33]([C:35]([F:38])([F:37])[F:36])[CH:32]=[CH:31][C:30]=4[O:39][CH3:40])[CH:5]([CH2:4][C:3]([OH:41])=[O:2])[C:14]4[C:9](=[C:10]([F:15])[CH:11]=[CH:12][CH:13]=4)[N:8]=3)=[CH:21][CH:20]=2)[CH:27]=[CH:26][CH:25]=1. (3) Given the reactants [CH:1]1([N:6]([C:13]2[C:18]([N+:19]([O-])=O)=[CH:17][N:16]=[C:15]([Cl:22])[N:14]=2)[CH2:7][CH2:8][C:9](OC)=[O:10])[CH2:5][CH2:4][CH2:3][CH2:2]1.[NH4+].[Cl-], predict the reaction product. The product is: [Cl:22][C:15]1[N:16]=[CH:17][C:18]2[NH:19][C:9](=[O:10])[CH2:8][CH2:7][N:6]([CH:1]3[CH2:5][CH2:4][CH2:3][CH2:2]3)[C:13]=2[N:14]=1. (4) Given the reactants [CH3:1][N:2]([CH3:22])[C:3]1[CH:8]=[CH:7][C:6]([S:9]([N:12]2[CH:16]=[CH:15][C:14](/[CH:17]=[CH:18]/[C:19](O)=[O:20])=[CH:13]2)(=[O:11])=[O:10])=[CH:5][CH:4]=1.C1C=CC2N(O)N=NC=2C=1.Cl.[C:34]([NH:41][C:42]1[CH:47]=[CH:46][CH:45]=[CH:44][C:43]=1[NH2:48])([O:36][C:37]([CH3:40])([CH3:39])[CH3:38])=[O:35], predict the reaction product. The product is: [C:37]([O:36][C:34](=[O:35])[NH:41][C:42]1[CH:47]=[CH:46][CH:45]=[CH:44][C:43]=1[NH:48][C:19](=[O:20])/[CH:18]=[CH:17]/[C:14]1[CH:15]=[CH:16][N:12]([S:9]([C:6]2[CH:5]=[CH:4][C:3]([N:2]([CH3:1])[CH3:22])=[CH:8][CH:7]=2)(=[O:11])=[O:10])[CH:13]=1)([CH3:40])([CH3:39])[CH3:38]. (5) Given the reactants [Br:1][C:2]1[CH:3]=[C:4]([CH:8]([N:12]2[CH:16]=[C:15]([C:17]3[C:18]4[CH:25]=[CH:24][N:23]([CH2:26][O:27][CH2:28][CH2:29][Si:30]([CH3:33])([CH3:32])[CH3:31])[C:19]=4[N:20]=[CH:21][N:22]=3)[CH:14]=[N:13]2)[CH2:9][CH:10]=O)[CH:5]=[CH:6][CH:7]=1.CN(C)C(=O)C.C1(P(C2C=CC=CC=2)C2C=CC=CC=2)C=CC=CC=1.Br[C:60](Br)([F:62])[F:61], predict the reaction product. The product is: [Br:1][C:2]1[CH:3]=[C:4]([CH:8]([N:12]2[CH:16]=[C:15]([C:17]3[C:18]4[CH:25]=[CH:24][N:23]([CH2:26][O:27][CH2:28][CH2:29][Si:30]([CH3:32])([CH3:31])[CH3:33])[C:19]=4[N:20]=[CH:21][N:22]=3)[CH:14]=[N:13]2)[CH2:9][CH:10]=[C:60]([F:62])[F:61])[CH:5]=[CH:6][CH:7]=1.